Dataset: hERG potassium channel inhibition data for cardiac toxicity prediction from Karim et al.. Task: Regression/Classification. Given a drug SMILES string, predict its toxicity properties. Task type varies by dataset: regression for continuous values (e.g., LD50, hERG inhibition percentage) or binary classification for toxic/non-toxic outcomes (e.g., AMES mutagenicity, cardiotoxicity, hepatotoxicity). Dataset: herg_karim. (1) The molecule is COc1cnc2c(C(=O)NCCO)cn(Cc3ncnc(OC)c3C)c2c1. The result is 0 (non-blocker). (2) The compound is Brc1cncc(COCC2(c3ccccc3)CCNCC2)c1. The result is 0 (non-blocker).